Dataset: Catalyst prediction with 721,799 reactions and 888 catalyst types from USPTO. Task: Predict which catalyst facilitates the given reaction. (1) Reactant: [Si]([O:18][CH2:19][C:20]1[O:24][C:23]([C:25]2[CH:30]=[CH:29][CH:28]=[CH:27][CH:26]=2)=[N:22][C:21]=1[CH2:31][O:32][C:33]1[CH:38]=[CH:37][C:36]([O:39][CH2:40][C:41]2[N:42]=[C:43]([C:47]3[CH:52]=[CH:51][CH:50]=[CH:49][CH:48]=3)[O:44][C:45]=2[CH3:46])=[CH:35][CH:34]=1)(C(C)(C)C)(C1C=CC=CC=1)C1C=CC=CC=1.O1CCCC1.[F-].C([N+](CCCC)(CCCC)CCCC)CCC. Product: [CH3:46][C:45]1[O:44][C:43]([C:47]2[CH:48]=[CH:49][CH:50]=[CH:51][CH:52]=2)=[N:42][C:41]=1[CH2:40][O:39][C:36]1[CH:37]=[CH:38][C:33]([O:32][CH2:31][C:21]2[N:22]=[C:23]([C:25]3[CH:26]=[CH:27][CH:28]=[CH:29][CH:30]=3)[O:24][C:20]=2[CH2:19][OH:18])=[CH:34][CH:35]=1. The catalyst class is: 6. (2) Reactant: Cl[C:2]1[N:20]=[C:19]([Cl:21])[CH:18]=[CH:17][C:3]=1[C:4]([N:6]([CH2:8][CH:9]([OH:16])[C:10]1[CH:15]=[CH:14][CH:13]=[CH:12][CH:11]=1)[CH3:7])=[O:5].[H-].[Na+]. Product: [Cl:21][C:19]1[CH:18]=[CH:17][C:3]2[C:4](=[O:5])[N:6]([CH3:7])[CH2:8][CH:9]([C:10]3[CH:15]=[CH:14][CH:13]=[CH:12][CH:11]=3)[O:16][C:2]=2[N:20]=1. The catalyst class is: 56.